From a dataset of NCI-60 drug combinations with 297,098 pairs across 59 cell lines. Regression. Given two drug SMILES strings and cell line genomic features, predict the synergy score measuring deviation from expected non-interaction effect. Drug 1: CC1=C(C=C(C=C1)C(=O)NC2=CC(=CC(=C2)C(F)(F)F)N3C=C(N=C3)C)NC4=NC=CC(=N4)C5=CN=CC=C5. Drug 2: C1CN(CCN1C(=O)CCBr)C(=O)CCBr. Cell line: MDA-MB-435. Synergy scores: CSS=9.54, Synergy_ZIP=-2.46, Synergy_Bliss=0.0889, Synergy_Loewe=3.22, Synergy_HSA=1.47.